From a dataset of Forward reaction prediction with 1.9M reactions from USPTO patents (1976-2016). Predict the product of the given reaction. (1) Given the reactants Cl[C:2]1[C:3]2[N:4]([C:8]([C@H:12]3[CH2:17][CH2:16][C@H:15]([CH2:18][NH:19][C:20](=[O:29])[O:21][CH2:22][C:23]4[CH:28]=[CH:27][CH:26]=[CH:25][CH:24]=4)[CH2:14][CH2:13]3)=[N:9][C:10]=2[I:11])[CH:5]=[CH:6][N:7]=1.[NH3:30], predict the reaction product. The product is: [NH2:30][C:2]1[C:3]2[N:4]([C:8]([C@H:12]3[CH2:17][CH2:16][C@H:15]([CH2:18][NH:19][C:20](=[O:29])[O:21][CH2:22][C:23]4[CH:28]=[CH:27][CH:26]=[CH:25][CH:24]=4)[CH2:14][CH2:13]3)=[N:9][C:10]=2[I:11])[CH:5]=[CH:6][N:7]=1. (2) Given the reactants [Cl:1][C:2]1[CH:8]=[C:7]([Cl:9])[C:6]([O:10][CH3:11])=[CH:5][C:3]=1[NH2:4].[H-].[Na+].Cl[C:15]1[C:20]([C:21]#[N:22])=[CH:19][N:18]=[C:17]2[CH:23]=[C:24]([C:26]3[CH:31]=[CH:30][CH:29]=[CH:28][CH:27]=3)[S:25][C:16]=12, predict the reaction product. The product is: [Cl:1][C:2]1[CH:8]=[C:7]([Cl:9])[C:6]([O:10][CH3:11])=[CH:5][C:3]=1[NH:4][C:15]1[C:20]([C:21]#[N:22])=[CH:19][N:18]=[C:17]2[CH:23]=[C:24]([C:26]3[CH:27]=[CH:28][CH:29]=[CH:30][CH:31]=3)[S:25][C:16]=12. (3) Given the reactants [F:1][C:2]1[CH:7]=[CH:6][C:5]([N:8]2[CH2:13][CH2:12][N:11]([C:14](=[O:24])[CH2:15][C@H:16]3[O:20]C(C)(C)[O:18][C:17]3=O)[CH2:10][CH2:9]2)=[CH:4][CH:3]=1.[NH2:25][OH:26], predict the reaction product. The product is: [F:1][C:2]1[CH:7]=[CH:6][C:5]([N:8]2[CH2:13][CH2:12][N:11]([C:14](=[O:24])[CH2:15][C@@H:16]([OH:20])[C:17]([NH:25][OH:26])=[O:18])[CH2:10][CH2:9]2)=[CH:4][CH:3]=1. (4) Given the reactants [CH2:1]([O:8][C:9]1[CH:10]=[CH:11][C:12]([C:16]([OH:18])=O)=[N:13][C:14]=1[Cl:15])[C:2]1[CH:7]=[CH:6][CH:5]=[CH:4][CH:3]=1.[CH:19]1([NH2:22])[CH2:21][CH2:20]1, predict the reaction product. The product is: [CH2:1]([O:8][C:9]1[CH:10]=[CH:11][C:12]([C:16]([NH:22][CH:19]2[CH2:21][CH2:20]2)=[O:18])=[N:13][C:14]=1[Cl:15])[C:2]1[CH:3]=[CH:4][CH:5]=[CH:6][CH:7]=1. (5) The product is: [C:33]([N:27]1[CH2:28][C@H:29]2[CH2:32][C@@H:26]1[CH2:31][N:30]2[C:9]1[CH:8]=[CH:7][C:3]([C:4]([NH2:6])=[O:5])=[C:2]([O:25][C:22]2[CH:21]=[CH:20][C:19]([O:12][C:13]3[CH:18]=[CH:17][CH:16]=[CH:15][CH:14]=3)=[CH:24][CH:23]=2)[N:10]=1)(=[O:35])[CH:40]=[CH2:41]. Given the reactants Cl[C:2]1[N:10]=[C:9](Cl)[CH:8]=[CH:7][C:3]=1[C:4]([NH2:6])=[O:5].[O:12]([C:19]1[CH:24]=[CH:23][C:22]([OH:25])=[CH:21][CH:20]=1)[C:13]1[CH:18]=[CH:17][CH:16]=[CH:15][CH:14]=1.[C@H:26]12[CH2:32][C@H:29]([NH:30][CH2:31]1)[CH2:28][N:27]2[C:33]([O:35]C(C)(C)C)=O.[C:40](O)(=O)[CH:41]=C, predict the reaction product.